Predict the reactants needed to synthesize the given product. From a dataset of Full USPTO retrosynthesis dataset with 1.9M reactions from patents (1976-2016). (1) Given the product [ClH:1].[Cl:1][C:2]1[CH:3]=[C:4]([CH:30]=[CH:31][CH:32]=1)[CH2:5][N:6]1[C:10]2=[C:11]([N:18]3[CH2:27][CH2:26][C:25]4[C:20](=[CH:21][CH:22]=[CH:23][CH:24]=4)[CH2:19]3)[N:12]=[C:13]([C:15]([SH:36]3[CH2:37][CH2:38][NH:33][CH2:34][CH2:35]3)=[O:16])[CH:14]=[C:9]2[C:8]([CH3:28])=[C:7]1[CH3:29], predict the reactants needed to synthesize it. The reactants are: [Cl:1][C:2]1[CH:3]=[C:4]([CH:30]=[CH:31][CH:32]=1)[CH2:5][N:6]1[C:10]2=[C:11]([N:18]3[CH2:27][CH2:26][C:25]4[C:20](=[CH:21][CH:22]=[CH:23][CH:24]=4)[CH2:19]3)[N:12]=[C:13]([C:15](O)=[O:16])[CH:14]=[C:9]2[C:8]([CH3:28])=[C:7]1[CH3:29].[NH:33]1[CH2:38][CH2:37][S:36][CH2:35][CH2:34]1. (2) Given the product [C:17]([N:10]1[CH2:16][CH2:15][CH2:14][N:13]([C:2]2[CH:9]=[CH:8][C:5]([CH:6]=[O:7])=[CH:4][CH:3]=2)[CH2:12][CH2:11]1)(=[O:19])[CH3:18], predict the reactants needed to synthesize it. The reactants are: F[C:2]1[CH:9]=[CH:8][C:5]([CH:6]=[O:7])=[CH:4][CH:3]=1.[N:10]1([C:17](=[O:19])[CH3:18])[CH2:16][CH2:15][CH2:14][NH:13][CH2:12][CH2:11]1.C([O-])([O-])=O.[K+].[K+].